From a dataset of Forward reaction prediction with 1.9M reactions from USPTO patents (1976-2016). Predict the product of the given reaction. (1) Given the reactants [CH:1]1([NH:4][C:5](=[O:19])[CH:6]([OH:18])[CH:7]([NH:11]C(=O)OCC=C)[CH2:8][CH2:9][CH3:10])[CH2:3][CH2:2]1.CN1C(=O)CC(=O)N(C)C1=O, predict the reaction product. The product is: [NH2:11][CH:7]([CH2:8][CH2:9][CH3:10])[CH:6]([OH:18])[C:5]([NH:4][CH:1]1[CH2:2][CH2:3]1)=[O:19]. (2) The product is: [OH:6][C:7]([C:9]([F:12])([F:11])[F:10])([CH2:13][C:14]#[CH:15])[CH2:8][C:2]([C:3]1[CH:20]=[CH:19][CH:18]=[CH:17][C:4]=1[C:5]([OH:30])=[O:16])([CH3:21])[CH3:1]. Given the reactants [CH3:1][C:2]1([CH3:21])[CH2:8][C:7]([CH2:13][C:14]#[CH:15])([C:9]([F:12])([F:11])[F:10])[O:6][CH:5]([OH:16])[C:4]2[CH:17]=[CH:18][CH:19]=[CH:20][C:3]1=2.CC(=CC)C.C1C[O:30]CC1.Cl([O-])=O.[Na+].P([O-])([O-])(O)=O.[Na+].[Na+], predict the reaction product. (3) Given the reactants [N:1]1[CH:6]=[CH:5][CH:4]=[CH:3][C:2]=1[C:7]([O-:9])=[O:8].[Li+].[OH-].Cl, predict the reaction product. The product is: [N:1]1[CH:6]=[CH:5][CH:4]=[CH:3][C:2]=1[C:7]([OH:9])=[O:8]. (4) Given the reactants [F:1][C:2]1[CH:3]=[C:4]([CH2:9][OH:10])[CH:5]=[CH:6][C:7]=1[F:8].Cl[C:12]1[CH:29]=[C:16]2[N:17](C(OC(C)(C)C)=O)[C@H:18]([CH3:21])[CH2:19][CH2:20][N:15]2[C:14](=[O:30])[N:13]=1, predict the reaction product. The product is: [F:1][C:2]1[CH:3]=[C:4]([CH:5]=[CH:6][C:7]=1[F:8])[CH2:9][O:10][C:12]1[CH:29]=[C:16]2[NH:17][C@H:18]([CH3:21])[CH2:19][CH2:20][N:15]2[C:14](=[O:30])[N:13]=1.